This data is from Reaction yield outcomes from USPTO patents with 853,638 reactions. The task is: Predict the reaction yield, written as a fraction of the theoretical maximum amount of product (1.0 means a 100% yield; for example, 0.34 means a 34% yield). (1) The reactants are Cl[C:2]1[N:7]=[C:6]([S:8][C:9]2[CH:14]=[CH:13][CH:12]=[CH:11][CH:10]=2)[CH:5]=[CH:4][N:3]=1.C(N(C(C)C)CC)(C)C.[C:24]1([NH2:31])[CH:29]=[CH:28][CH:27]=[C:26]([NH2:30])[CH:25]=1. The catalyst is C(OCCO)C.C(OCC)(=O)C. The product is [C:9]1([S:8][C:6]2[CH:5]=[CH:4][N:3]=[C:2]([NH:30][C:26]3[CH:27]=[CH:28][CH:29]=[C:24]([NH2:31])[CH:25]=3)[N:7]=2)[CH:14]=[CH:13][CH:12]=[CH:11][CH:10]=1. The yield is 0.420. (2) The reactants are [C:1]12([C:9]3[C:18]4[NH:17][CH2:16][CH2:15][CH2:14][C:13]=4[NH:12][C:11](=O)[CH:10]=3)[CH2:8][CH2:7][C:4]([CH:5]=[CH:6]1)=[CH:3][CH2:2]2.CN(C=O)C.S(Cl)([Cl:27])=O. No catalyst specified. The product is [Cl:27][C:11]1[N:12]=[C:13]2[C:18](=[C:9]([C:1]34[CH2:8][CH2:7][C:4]([CH:5]=[CH:6]3)=[CH:3][CH2:2]4)[CH:10]=1)[NH:17][CH2:16][CH2:15][CH2:14]2. The yield is 0.660.